This data is from Catalyst prediction with 721,799 reactions and 888 catalyst types from USPTO. The task is: Predict which catalyst facilitates the given reaction. (1) Reactant: [CH2:1]([N:3]([CH2:21][C:22]1[CH:27]=[CH:26][C:25]([CH:28]=O)=[CH:24][CH:23]=1)[C@@H:4]1[CH2:8][CH2:7][N:6]([C:9]2[C:14]([C:15]([O:17][CH:18]([CH3:20])[CH3:19])=[O:16])=[CH:13][CH:12]=[CH:11][N:10]=2)[CH2:5]1)[CH3:2].[CH2:30]([NH2:32])[CH3:31].C1COCC1.C(O)(=O)C.C([BH3-])#N.[Na+]. Product: [CH2:1]([N:3]([CH2:21][C:22]1[CH:23]=[CH:24][C:25]([CH2:28][NH:32][CH2:30][CH3:31])=[CH:26][CH:27]=1)[C@@H:4]1[CH2:8][CH2:7][N:6]([C:9]2[C:14]([C:15]([O:17][CH:18]([CH3:19])[CH3:20])=[O:16])=[CH:13][CH:12]=[CH:11][N:10]=2)[CH2:5]1)[CH3:2]. The catalyst class is: 5. (2) Reactant: [C:1]([NH:9][NH2:10])(=[O:8])[C:2]1[CH:7]=[CH:6][CH:5]=[CH:4][CH:3]=1.[C:11]([O:18][CH3:19])(=[O:17])[CH2:12][CH2:13][C:14]([O-])=[O:15].F[P-](F)(F)(F)(F)F.N1(O[P+](N(C)C)(N(C)C)N(C)C)C2C=CC=CC=2N=N1.C(N(CC)C(C)C)(C)C. Product: [C:1]([NH:9][NH:10][C:14](=[O:15])[CH2:13][CH2:12][C:11]([O:18][CH3:19])=[O:17])(=[O:8])[C:2]1[CH:7]=[CH:6][CH:5]=[CH:4][CH:3]=1. The catalyst class is: 456. (3) Reactant: [Cl:1][C:2]1[CH:22]=[CH:21][CH:20]=[CH:19][C:3]=1[O:4][CH2:5][C@H:6]1[CH2:10][C@H:9]([F:11])[CH2:8][N:7]1C(OC(C)(C)C)=O.Cl.C(=O)([O-])O.[Na+]. Product: [Cl:1][C:2]1[CH:22]=[CH:21][CH:20]=[CH:19][C:3]=1[O:4][CH2:5][C@H:6]1[CH2:10][C@H:9]([F:11])[CH2:8][NH:7]1. The catalyst class is: 1. (4) Reactant: [C:1]([O:5][C:6]([N:8]1[CH2:13][CH2:12][O:11][CH:10]([C:14]2[CH:19]=[CH:18][C:17](Br)=[CH:16][C:15]=2[F:21])[CH2:9]1)=[O:7])([CH3:4])([CH3:3])[CH3:2].[C:22](=[NH:35])([C:29]1[CH:34]=[CH:33][CH:32]=[CH:31][CH:30]=1)[C:23]1[CH:28]=[CH:27][CH:26]=[CH:25][CH:24]=1.CC(C)([O-])C.[Na+]. Product: [C:1]([O:5][C:6]([N:8]1[CH2:13][CH2:12][O:11][CH:10]([C:14]2[CH:19]=[CH:18][C:17]([N:35]=[C:22]([C:23]3[CH:28]=[CH:27][CH:26]=[CH:25][CH:24]=3)[C:29]3[CH:34]=[CH:33][CH:32]=[CH:31][CH:30]=3)=[CH:16][C:15]=2[F:21])[CH2:9]1)=[O:7])([CH3:4])([CH3:3])[CH3:2]. The catalyst class is: 11. (5) Reactant: CN(C)/[CH:3]=[CH:4]/[C:5]([C:7]1[CH:8]=[N:9][CH:10]=[N:11][CH:12]=1)=O.[N+]([O-])(O)=O.[CH3:18][C:19]1[CH:24]=[CH:23][C:22]([N+:25]([O-:27])=[O:26])=[CH:21][C:20]=1[NH:28][C:29]([NH2:31])=[NH:30].[OH-].[Na+]. Product: [CH3:18][C:19]1[CH:24]=[CH:23][C:22]([N+:25]([O-:27])=[O:26])=[CH:21][C:20]=1[NH:28][C:29]1[N:31]=[C:5]([C:7]2[CH:8]=[N:9][CH:10]=[N:11][CH:12]=2)[CH:4]=[CH:3][N:30]=1. The catalyst class is: 32. (6) Product: [C:1]([C:3]1[CH:4]=[C:5]([CH:26]=[CH:27][CH:28]=1)[C:6]([NH:8][C:9]1[C:10]([CH3:25])=[C:11]2[C:17]([CH:18]3[CH2:19][CH2:20][N:21]([C:34]([CH:29]4[CH2:33][CH2:32][CH2:31][CH2:30]4)=[O:35])[CH2:22][CH2:23]3)=[CH:16][N:15]([CH3:24])[C:12]2=[N:13][CH:14]=1)=[O:7])#[N:2]. The catalyst class is: 9. Reactant: [C:1]([C:3]1[CH:4]=[C:5]([CH:26]=[CH:27][CH:28]=1)[C:6]([NH:8][C:9]1[C:10]([CH3:25])=[C:11]2[C:17]([CH:18]3[CH2:23][CH2:22][NH:21][CH2:20][CH2:19]3)=[CH:16][N:15]([CH3:24])[C:12]2=[N:13][CH:14]=1)=[O:7])#[N:2].[CH:29]1([C:34](Cl)=[O:35])[CH2:33][CH2:32][CH2:31][CH2:30]1.C(N(CC)CC)C.